This data is from Full USPTO retrosynthesis dataset with 1.9M reactions from patents (1976-2016). The task is: Predict the reactants needed to synthesize the given product. (1) Given the product [O:1]1[C:5]2[CH:6]=[CH:7][C:8]([CH:10]([CH2:15][C:16]3[NH:17][N:18]=[C:19]([S:21][CH2:29][CH2:30][C:31]4[CH:32]=[CH:33][C:34]5[CH2:35][CH2:36][CH2:37][NH:38][C:39]=5[N:40]=4)[N:20]=3)[CH2:11][C:12]([OH:14])=[O:13])=[CH:9][C:4]=2[O:3][CH2:2]1, predict the reactants needed to synthesize it. The reactants are: [O:1]1[C:5]2[CH:6]=[CH:7][C:8]([CH:10]([CH2:15][C:16]3[NH:17][NH:18][C:19](=[S:21])[N:20]=3)[CH2:11][C:12]([OH:14])=[O:13])=[CH:9][C:4]=2[O:3][CH2:2]1.C([O-])([O-])=O.[K+].[K+].Br[CH2:29][CH2:30][C:31]1[N:40]=[C:39]2[C:34]([CH2:35][CH2:36][CH2:37][NH:38]2)=[CH:33][CH:32]=1.Cl. (2) Given the product [CH2:34]([N:30]([CH2:23][C:24]1[CH:29]=[CH:28][CH:27]=[CH:26][CH:25]=1)[CH2:31][CH2:32][O:12][CH2:11][CH2:10][CH2:9][O:8][CH2:1][C:2]1[CH:3]=[CH:4][CH:5]=[CH:6][CH:7]=1)[C:35]1[CH:40]=[CH:39][CH:38]=[CH:37][CH:36]=1, predict the reactants needed to synthesize it. The reactants are: [CH2:1]([O:8][CH2:9][CH2:10][CH2:11][O:12]S(C1C=CC(C)=CC=1)(=O)=O)[C:2]1[CH:7]=[CH:6][CH:5]=[CH:4][CH:3]=1.[CH2:23]([N:30]([CH2:34][C:35]1[CH:40]=[CH:39][CH:38]=[CH:37][CH:36]=1)[CH2:31][CH2:32]O)[C:24]1[CH:29]=[CH:28][CH:27]=[CH:26][CH:25]=1.[OH-].[Na+]. (3) Given the product [CH3:1][C:2]1[S:3][C:4]2[CH:10]=[CH:9][C:8]([C:11]([NH:21][CH2:20][C:19]3[CH:18]=[CH:17][C:16]([C:15]([F:14])([F:24])[F:25])=[CH:23][CH:22]=3)=[O:13])=[CH:7][C:5]=2[N:6]=1, predict the reactants needed to synthesize it. The reactants are: [CH3:1][C:2]1[S:3][C:4]2[CH:10]=[CH:9][C:8]([C:11]([OH:13])=O)=[CH:7][C:5]=2[N:6]=1.[F:14][C:15]([F:25])([F:24])[C:16]1[CH:23]=[CH:22][C:19]([CH2:20][NH2:21])=[CH:18][CH:17]=1.C(Cl)CCl. (4) Given the product [CH2:9]([O:8][C:6](=[O:7])[C:5]1[CH:11]=[CH:12][C:2]([C:18]([CH:16]2[CH2:17][C:14]([CH3:21])([CH3:13])[CH2:15]2)=[O:19])=[CH:3][CH:4]=1)[CH3:10], predict the reactants needed to synthesize it. The reactants are: I[C:2]1[CH:12]=[CH:11][C:5]([C:6]([O:8][CH2:9][CH3:10])=[O:7])=[CH:4][CH:3]=1.[CH3:13][C:14]1([CH3:21])[CH2:17][CH:16]([C:18](Cl)=[O:19])[CH2:15]1. (5) Given the product [F:47][C:10]([F:9])([F:48])[C:11]1[CH:12]=[C:13]([CH:40]=[C:41]([C:43]([F:44])([F:45])[F:46])[CH:42]=1)[CH2:14][N:15]([C:34]1([CH3:35])[O:39][NH:2][CH:4]=[CH:5]1)[CH:16]1[CH2:22][CH2:21][CH2:20][N:19]([C:23]([O:25][CH:26]([CH3:28])[CH3:27])=[O:24])[C:18]2[CH:29]=[C:30]([Cl:33])[CH:31]=[CH:32][C:17]1=2, predict the reactants needed to synthesize it. The reactants are: Cl.[NH2:2]O.[C:4]([O-])(=O)[CH3:5].[Na+].[F:9][C:10]([F:48])([F:47])[C:11]1[CH:12]=[C:13]([CH:40]=[C:41]([C:43]([F:46])([F:45])[F:44])[CH:42]=1)[CH2:14][N:15]([C:34](=[O:39])[CH2:35]C(=O)C)[CH:16]1[CH2:22][CH2:21][CH2:20][N:19]([C:23]([O:25][CH:26]([CH3:28])[CH3:27])=[O:24])[C:18]2[CH:29]=[C:30]([Cl:33])[CH:31]=[CH:32][C:17]1=2.